This data is from Full USPTO retrosynthesis dataset with 1.9M reactions from patents (1976-2016). The task is: Predict the reactants needed to synthesize the given product. (1) Given the product [NH:15]1[CH:16]=[CH:17][C:13]([NH:12][C:4]2[N:3]=[C:2]([O:25][C:20]3[CH:21]=[CH:22][CH:23]=[CH:24][C:19]=3[CH3:18])[C:11]3[C:6]([CH:5]=2)=[CH:7][CH:8]=[CH:9][CH:10]=3)=[N:14]1, predict the reactants needed to synthesize it. The reactants are: Cl[C:2]1[C:11]2[C:6](=[CH:7][CH:8]=[CH:9][CH:10]=2)[CH:5]=[C:4]([NH:12][C:13]2[CH:17]=[CH:16][NH:15][N:14]=2)[N:3]=1.[CH3:18][C:19]1[CH:24]=[CH:23][CH:22]=[CH:21][C:20]=1[OH:25]. (2) Given the product [Br:1][C:2]1[CH:3]=[CH:4][C:5]([C:8]2[N:9]=[C:10]([N:13]3[CH:14]([CH2:17][CH3:18])[CH2:15][O:16][C:19]3=[O:21])[S:11][CH:12]=2)=[CH:6][CH:7]=1, predict the reactants needed to synthesize it. The reactants are: [Br:1][C:2]1[CH:7]=[CH:6][C:5]([C:8]2[N:9]=[C:10]([NH:13][CH:14]([CH2:17][CH3:18])[CH2:15][OH:16])[S:11][CH:12]=2)=[CH:4][CH:3]=1.[C:19](OCC)(=[O:21])C. (3) Given the product [CH2:1]=[CH:2][C:3]1[CH:8]=[CH:7][CH:6]=[CH:5][CH:4]=1.[CH:3]1([O:19][S:17]([C:14]2[CH:13]=[CH:12][C:11]([CH:9]=[CH2:10])=[CH:16][CH:15]=2)(=[O:20])=[O:18])[CH2:8][CH2:7][CH2:6][CH2:5][CH2:4]1, predict the reactants needed to synthesize it. The reactants are: [CH2:1]=[CH:2][C:3]1[CH:8]=[CH:7][CH:6]=[CH:5][CH:4]=1.[CH:9]([C:11]1[CH:16]=[CH:15][C:14]([S:17]([OH:20])(=[O:19])=[O:18])=[CH:13][CH:12]=1)=[CH2:10].N(C(C)(CC(C)C)C#N)=NC(C)(CC(C)C)C#N. (4) Given the product [OH:2][C:3]1[CH:4]=[C:5]([CH:23]=[CH:24][CH:25]=1)[CH2:6][NH:7][C:8]1[CH:9]=[N:10][CH:11]=[C:12]([CH2:14][C:15]2[CH:20]=[CH:19][CH:18]=[C:17]([OH:21])[CH:16]=2)[CH:13]=1, predict the reactants needed to synthesize it. The reactants are: C[O:2][C:3]1[CH:4]=[C:5]([CH:23]=[CH:24][CH:25]=1)[CH2:6][NH:7][C:8]1[CH:9]=[N:10][CH:11]=[C:12]([CH2:14][C:15]2[CH:20]=[CH:19][CH:18]=[C:17]([O:21]C)[CH:16]=2)[CH:13]=1.B(Br)(Br)Br.